This data is from Experimentally validated miRNA-target interactions with 360,000+ pairs, plus equal number of negative samples. The task is: Binary Classification. Given a miRNA mature sequence and a target amino acid sequence, predict their likelihood of interaction. (1) The miRNA is oar-miR-22-3p with sequence AAGCUGCCAGUUGAAGAACUG. The protein sequence of the target gene is MALCALTRALRSLNLAPPTVAAPAPSLFPAAQMMNNGLLQQPSALMLLPCRPVLTSVALNANFVSWKSRTKYTITPVKMRKSGGRDHTGRIRVHGIGGGHKQRYRMIDFLRFRPEETKSGPFEEKVIQVRYDPCRSADIALVAGGSRKRWIIATENMQAGDTILNSNHIGRMAVAAREGDAHPLGALPVGTLINNVESEPGRGAQYIRAAGTCGVLLRKVNGTAIIQLPSKRQMQVLETCVATVGRVSNVDHNKRVIGKAGRNRWLGKRPNSGRWHRKGGWAGRKIRPLPPMKSYVKLPS.... Result: 0 (no interaction). (2) The miRNA is hsa-miR-744-3p with sequence CUGUUGCCACUAACCUCAACCU. The protein sequence of the target gene is MSYQGKKNIPRITSDRLLIKGGKIVNDDQSFYADIYMEDGLIKQIGENLIVPGGVKTIEAHSRMVIPGGIDVHTRFQMPDQGMTSADDFFQGTKAALAGGTTMIIDHVVPEPGTSLLAAFDQWREWADSKSCCDYSLHVDISEWHKGIQEEMEALVKDHGVNSFLVYMAFKDRFQLTDCQIYEVLSVIRDIGAIAQVHAENGDIIAEEQQRILDLGITGPEGHVLSRPEEVEAEAVNRAITIANQTNCPLYITKVMSKSSAEVIAQARKKGTVVYGEPITASLGTDGSHYWSKNWAKAAA.... Result: 0 (no interaction). (3) The miRNA is mmu-miR-24-3p with sequence UGGCUCAGUUCAGCAGGAACAG. The protein sequence of the target gene is MELWRQCTHWLIQCRVLPPSHRVTWEGAQVCELAQALRDGVLLCQLLNNLLPQAINLREVNLRPQMSQFLCLKNIRTFLSTCCEKFGLKRSELFEAFDLFDVQDFGKVIYTLSALSWTPIAQNKGIMPFPTEDSALNDEDIYSGLSDQIDDTAEEDEDLYDCVENEEAEGDEIYEDLMRLESVPTPPKMTEYDKRCCCLREIQQTEEKYTDTLGSIQQHFMKPLQRFLKPQDMETIFVNIEELFSVHTHFLKELKDALAGPGATTLYQVFIKYKERFLVYGRYCSQVESASKHLDQVATA.... Result: 1 (interaction). (4) The miRNA is hsa-miR-146b-5p with sequence UGAGAACUGAAUUCCAUAGGCUG. The protein sequence of the target gene is MVAGMLGLRKEKSEDQDLQGLKEKPLKFKKVKKDKKEDKEGKHEPLQPSAHHSAEPAEAGKAETSESSGSAPAVPEASASPKQRRSIIRDRGPMYDDPTLPEGWTRKLKQRKSGRSAGKYDVYLINPQGKAFRSKVELIAYFEKVGDTSLDPNDFDFTVTGRGSPSRREQKPPKKPKSPKAPGTGRGRGRPKGSGTGRPKAAASEGVQVKRVLEKSPGKLLVKMPFQASPGGKGEGGGATTSAQVMVIKRPGRKRKAEADPQAIPKKRGRKPGSVVAAAAAEAKKKAVKESSIRSVQETV.... Result: 0 (no interaction). (5) The miRNA is hsa-miR-1249-5p with sequence AGGAGGGAGGAGAUGGGCCAAGUU. The protein sequence of the target gene is MASASTQPAALSAEQAKVVLAEVIQAFSAPENAVRMDEARDNACNDMGKMLQFVLPVATQIQQEVIKAYGFSCDGEGVLKFARLVKSYEAQDPEIASLSGKLKALFLPPMTLPPHGPAAGGSVAAS. Result: 0 (no interaction).